This data is from Forward reaction prediction with 1.9M reactions from USPTO patents (1976-2016). The task is: Predict the product of the given reaction. (1) Given the reactants [CH2:1]([NH:5][C:6]1[C:7]([C:17]([OH:19])=O)=[CH:8][C:9]2[O:15][CH2:14][CH2:13][CH2:12][O:11][C:10]=2[CH:16]=1)[CH:2]([CH3:4])[CH3:3].CCN(C(C)C)C(C)C.C1C=CC2N(O)N=NC=2C=1.[CH3:39][C:40]([NH2:44])([C:42]#[CH:43])[CH3:41].CCN=C=NCCCN(C)C, predict the reaction product. The product is: [CH2:1]([NH:5][C:6]1[C:7]([C:17]([NH:44][C:40]([CH3:41])([C:42]#[CH:43])[CH3:39])=[O:19])=[CH:8][C:9]2[O:15][CH2:14][CH2:13][CH2:12][O:11][C:10]=2[CH:16]=1)[CH:2]([CH3:3])[CH3:4]. (2) Given the reactants [NH:1]1[CH2:6][CH2:5][CH:4]([NH:7][C:8]2[CH:17]=[CH:16][N:15]=[C:14]3[C:9]=2[C:10]2[CH:22]=[CH:21][CH:20]=[CH:19][C:11]=2[C:12](=[O:18])[NH:13]3)[CH2:3][CH2:2]1.[N:23]([CH3:26])=[C:24]=[O:25], predict the reaction product. The product is: [CH3:26][NH:23][C:24]([N:1]1[CH2:2][CH2:3][CH:4]([NH:7][C:8]2[CH:17]=[CH:16][N:15]=[C:14]3[C:9]=2[C:10]2[CH:22]=[CH:21][CH:20]=[CH:19][C:11]=2[C:12](=[O:18])[NH:13]3)[CH2:5][CH2:6]1)=[O:25]. (3) Given the reactants [F:1][C:2]1[CH:7]=[C:6]([C:8]2[CH:13]=[CH:12][C:11]([O:14]C)=[CH:10][CH:9]=2)[CH:5]=[CH:4][C:3]=1[C:16]1[CH:21]=[CH:20][C:19]([CH2:22][CH2:23][CH3:24])=[CH:18][CH:17]=1.B(Br)(Br)Br, predict the reaction product. The product is: [F:1][C:2]1[CH:7]=[C:6]([C:8]2[CH:9]=[CH:10][C:11]([OH:14])=[CH:12][CH:13]=2)[CH:5]=[CH:4][C:3]=1[C:16]1[CH:21]=[CH:20][C:19]([CH2:22][CH2:23][CH3:24])=[CH:18][CH:17]=1.